From a dataset of Cav3 T-type calcium channel HTS with 100,875 compounds. Binary Classification. Given a drug SMILES string, predict its activity (active/inactive) in a high-throughput screening assay against a specified biological target. (1) The molecule is s1c(NC(=O)c2ccccc2)c(cc1)C(=O)NC. The result is 0 (inactive). (2) The molecule is O1c2cc(NC(=O)CC(c3ccccc3)c3ccccc3)ccc2OCC1. The result is 1 (active). (3) The molecule is ON1C(CNC(=O)CC1(C)C)(C)C. The result is 0 (inactive). (4) The drug is O1C(Cc2c(C1)c(nc(N1CCOCC1)c2C#N)C(C)C)(C)C. The result is 0 (inactive). (5) The molecule is S1C(CC(OCC)=O)C(=O)Nc2c1cccc2. The result is 0 (inactive). (6) The molecule is Fc1c(C(O)(C(C)c2ncncc2F)Cn2ncnc2)ccc(F)c1. The result is 0 (inactive). (7) The result is 0 (inactive). The drug is O=c1[nH]c2c(cc1C(N1CCc3c1cccc3)c1n(nnn1)Cc1occc1)cc(c(c2)C)C. (8) The compound is O1C(C(OC)C(O)C(O)C1Oc1cc(c(cc1)c1cc(OC)ccc1)C(=O)NCCCc1ccccc1)(C)C. The result is 0 (inactive). (9) The compound is s1c(NC(=O)c2c(OC)cccc2)nnc1c1occc1. The result is 0 (inactive). (10) The drug is O(C(=O)C(N1C(=O)c2c(C1=O)cccc2)CC(C)C)CC(=O)c1ccc(OC)cc1. The result is 0 (inactive).